Dataset: Catalyst prediction with 721,799 reactions and 888 catalyst types from USPTO. Task: Predict which catalyst facilitates the given reaction. (1) Reactant: [C:1]([O:5][C:6]([NH:8][C@@H:9]([CH2:13][C:14]1[CH:19]=[CH:18][CH:17]=[CH:16][CH:15]=1)[C:10](O)=[O:11])=[O:7])([CH3:4])([CH3:3])[CH3:2].N1C=CC=CC=1.N1C(F)=NC(F)=NC=1[F:28]. Product: [C:1]([O:5][C:6](=[O:7])[NH:8][C@H:9]([C:10]([F:28])=[O:11])[CH2:13][C:14]1[CH:19]=[CH:18][CH:17]=[CH:16][CH:15]=1)([CH3:4])([CH3:3])[CH3:2]. The catalyst class is: 4. (2) Reactant: [C:1]1([C@@H:7]([N@:9]2[CH2:11][CH:10]2[CH2:12][OH:13])[CH3:8])[CH:6]=[CH:5][CH:4]=[CH:3][CH:2]=1.CS(C)=O.C(Cl)(=O)C(Cl)=O.CCN(C(C)C)C(C)C. Product: [C:1]1([C@@H:7]([N@:9]2[CH2:11][CH:10]2[CH:12]=[O:13])[CH3:8])[CH:2]=[CH:3][CH:4]=[CH:5][CH:6]=1. The catalyst class is: 2. (3) Reactant: [NH2:1][C@@H:2]1[CH2:6][CH2:5][N:4]([C:7]([O:9][C:10]([CH3:13])([CH3:12])[CH3:11])=[O:8])[CH2:3]1.[CH:14](=O)[CH3:15].[BH4-].[Na+]. Product: [C:10]([O:9][C:7]([N:4]1[CH2:5][CH2:6][CH:2]([NH:1][CH2:14][CH3:15])[CH2:3]1)=[O:8])([CH3:13])([CH3:12])[CH3:11]. The catalyst class is: 5.